This data is from NCI-60 drug combinations with 297,098 pairs across 59 cell lines. The task is: Regression. Given two drug SMILES strings and cell line genomic features, predict the synergy score measuring deviation from expected non-interaction effect. (1) Cell line: NCI-H522. Drug 1: CCC1(CC2CC(C3=C(CCN(C2)C1)C4=CC=CC=C4N3)(C5=C(C=C6C(=C5)C78CCN9C7C(C=CC9)(C(C(C8N6C)(C(=O)OC)O)OC(=O)C)CC)OC)C(=O)OC)O.OS(=O)(=O)O. Drug 2: N.N.Cl[Pt+2]Cl. Synergy scores: CSS=69.3, Synergy_ZIP=-0.651, Synergy_Bliss=0.476, Synergy_Loewe=3.88, Synergy_HSA=3.02. (2) Drug 1: CC1C(C(CC(O1)OC2CC(CC3=C2C(=C4C(=C3O)C(=O)C5=C(C4=O)C(=CC=C5)OC)O)(C(=O)C)O)N)O.Cl. Drug 2: C(CN)CNCCSP(=O)(O)O. Cell line: HT29. Synergy scores: CSS=12.4, Synergy_ZIP=-2.30, Synergy_Bliss=-1.82, Synergy_Loewe=-18.3, Synergy_HSA=-1.86. (3) Drug 1: CNC(=O)C1=NC=CC(=C1)OC2=CC=C(C=C2)NC(=O)NC3=CC(=C(C=C3)Cl)C(F)(F)F. Drug 2: CCN(CC)CCCC(C)NC1=C2C=C(C=CC2=NC3=C1C=CC(=C3)Cl)OC. Cell line: HOP-92. Synergy scores: CSS=33.5, Synergy_ZIP=-10.1, Synergy_Bliss=-2.56, Synergy_Loewe=-22.8, Synergy_HSA=0.0711. (4) Drug 1: CS(=O)(=O)C1=CC(=C(C=C1)C(=O)NC2=CC(=C(C=C2)Cl)C3=CC=CC=N3)Cl. Drug 2: C1=NC2=C(N=C(N=C2N1C3C(C(C(O3)CO)O)F)Cl)N. Cell line: DU-145. Synergy scores: CSS=42.1, Synergy_ZIP=1.45, Synergy_Bliss=1.49, Synergy_Loewe=-13.7, Synergy_HSA=0.0456. (5) Drug 1: CC1C(C(CC(O1)OC2CC(OC(C2O)C)OC3=CC4=CC5=C(C(=O)C(C(C5)C(C(=O)C(C(C)O)O)OC)OC6CC(C(C(O6)C)O)OC7CC(C(C(O7)C)O)OC8CC(C(C(O8)C)O)(C)O)C(=C4C(=C3C)O)O)O)O. Drug 2: C1=NC2=C(N=C(N=C2N1C3C(C(C(O3)CO)O)F)Cl)N. Cell line: HCC-2998. Synergy scores: CSS=25.3, Synergy_ZIP=-5.90, Synergy_Bliss=-1.97, Synergy_Loewe=-4.27, Synergy_HSA=-2.34. (6) Drug 1: C1=CC(=CC=C1C#N)C(C2=CC=C(C=C2)C#N)N3C=NC=N3. Drug 2: CCC1(C2=C(COC1=O)C(=O)N3CC4=CC5=C(C=CC(=C5CN(C)C)O)N=C4C3=C2)O.Cl. Cell line: UACC62. Synergy scores: CSS=51.7, Synergy_ZIP=1.56, Synergy_Bliss=2.00, Synergy_Loewe=-34.3, Synergy_HSA=0.741. (7) Drug 1: CC1=C2C(C(=O)C3(C(CC4C(C3C(C(C2(C)C)(CC1OC(=O)C(C(C5=CC=CC=C5)NC(=O)OC(C)(C)C)O)O)OC(=O)C6=CC=CC=C6)(CO4)OC(=O)C)O)C)O. Drug 2: CC(C)CN1C=NC2=C1C3=CC=CC=C3N=C2N. Cell line: RPMI-8226. Synergy scores: CSS=60.7, Synergy_ZIP=-3.57, Synergy_Bliss=-8.20, Synergy_Loewe=-24.6, Synergy_HSA=-7.71.